From a dataset of Catalyst prediction with 721,799 reactions and 888 catalyst types from USPTO. Predict which catalyst facilitates the given reaction. (1) Reactant: O=[C:2]([NH:13][NH:14][C:15](=[O:20])[C:16]([F:19])([F:18])[F:17])[C@H:3]([NH:5][C:6](=[O:12])[O:7][C:8]([CH3:11])([CH3:10])[CH3:9])[CH3:4].CCN(C(C)C)C(C)C.C1(P(C2C=CC=CC=2)C2C=CC=CC=2)C=CC=CC=1.ClC(Cl)(Cl)C(Cl)(Cl)Cl. Product: [F:19][C:16]([F:17])([F:18])[C:15]1[O:20][C:2]([C@H:3]([NH:5][C:6](=[O:12])[O:7][C:8]([CH3:9])([CH3:10])[CH3:11])[CH3:4])=[N:13][N:14]=1. The catalyst class is: 10. (2) Reactant: [CH:1]([NH:5][C:6]1[S:7][C:8]2[C:13]([N:14]=1)=[CH:12][CH:11]=[C:10]([CH:15]=[O:16])[N:9]=2)([CH2:3][CH3:4])[CH3:2].[F:17][C:18]1[CH:23]=[CH:22][CH:21]=[CH:20][C:19]=1[CH:24]([N+:35]#[C-:36])S(C1C=CC(C)=CC=1)(=O)=O.C([O-])([O-])=O.[K+].[K+]. Product: [CH:1]([NH:5][C:6]1[S:7][C:8]2[C:13]([N:14]=1)=[CH:12][CH:11]=[C:10]([C:15]1[O:16][CH:36]=[N:35][C:24]=1[C:19]1[CH:20]=[CH:21][CH:22]=[CH:23][C:18]=1[F:17])[N:9]=2)([CH2:3][CH3:4])[CH3:2]. The catalyst class is: 14. (3) Reactant: [Br:1][C:2]1[C:3]([CH:16]([F:18])[F:17])=[CH:4][C:5]([N+:13]([O-])=O)=[C:6]([CH:12]=1)[N:7]([CH2:9][CH2:10][Cl:11])[CH3:8]. Product: [Br:1][C:2]1[CH:12]=[C:6]([N:7]([CH2:9][CH2:10][Cl:11])[CH3:8])[C:5]([NH2:13])=[CH:4][C:3]=1[CH:16]([F:17])[F:18]. The catalyst class is: 409.